From a dataset of Peptide-MHC class II binding affinity with 134,281 pairs from IEDB. Regression. Given a peptide amino acid sequence and an MHC pseudo amino acid sequence, predict their binding affinity value. This is MHC class II binding data. (1) The peptide sequence is TDRATLNPWASQKH. The MHC is DRB4_0101 with pseudo-sequence DRB4_0103. The binding affinity (normalized) is 0.376. (2) The peptide sequence is VLVGVVTLYLGAMVQ. The MHC is DRB1_1501 with pseudo-sequence DRB1_1501. The binding affinity (normalized) is 0.379. (3) The peptide sequence is GFPVRPQVPLRPMTYKGAFDL. The MHC is HLA-DPA10201-DPB11401 with pseudo-sequence HLA-DPA10201-DPB11401. The binding affinity (normalized) is 0.131. (4) The peptide sequence is QWHKEGSSIGKLFTQ. The MHC is DRB1_1101 with pseudo-sequence DRB1_1101. The binding affinity (normalized) is 0.299. (5) The peptide sequence is RGLKLATALSLSNKF. The MHC is DRB5_0101 with pseudo-sequence DRB5_0101. The binding affinity (normalized) is 0.805. (6) The peptide sequence is DIIFDIYFAILMMSC. The MHC is DRB1_0405 with pseudo-sequence DRB1_0405. The binding affinity (normalized) is 0.221. (7) The peptide sequence is LGRLITVNPIVTEKD. The MHC is DRB1_0802 with pseudo-sequence DRB1_0802. The binding affinity (normalized) is 0.629.